This data is from Full USPTO retrosynthesis dataset with 1.9M reactions from patents (1976-2016). The task is: Predict the reactants needed to synthesize the given product. (1) Given the product [CH2:1]([O:3][C:4]1[N:8]([CH2:9][C:10]2[CH:11]=[CH:12][C:13]([C:16]3[CH:21]=[CH:20][CH:19]=[CH:18][C:17]=3[C:22]3[NH:23][N:24]=[N:25][N:26]=3)=[CH:14][CH:15]=2)[C:7]2[C:46]([C:50]([O:52][CH:53]([O:55][C:56]([O:58][CH2:59][CH2:60][CH2:61][C@@H:62]([O:69][N+:70]([O-:72])=[O:71])[C@H:63]([O:65][N+:66]([O-:68])=[O:67])[CH3:64])=[O:57])[CH3:54])=[O:51])=[CH:47][CH:48]=[CH:49][C:6]=2[N:5]=1)[CH3:2], predict the reactants needed to synthesize it. The reactants are: [CH2:1]([O:3][C:4]1[N:8]([CH2:9][C:10]2[CH:15]=[CH:14][C:13]([C:16]3[CH:21]=[CH:20][CH:19]=[CH:18][C:17]=3[C:22]3[N:26](C(C4C=CC=CC=4)(C4C=CC=CC=4)C4C=CC=CC=4)[N:25]=[N:24][N:23]=3)=[CH:12][CH:11]=2)[C:7]2[C:46]([C:50]([O:52][CH:53]([O:55][C:56]([O:58][CH2:59][CH2:60][CH2:61][C@@H:62]([O:69][N+:70]([O-:72])=[O:71])[C@H:63]([O:65][N+:66]([O-:68])=[O:67])[CH3:64])=[O:57])[CH3:54])=[O:51])=[CH:47][CH:48]=[CH:49][C:6]=2[N:5]=1)[CH3:2]. (2) Given the product [NH:9]1[C:10]2[C:15](=[CH:14][CH:13]=[CH:12][CH:11]=2)[CH:16]=[C:8]1[C:3]1[CH:4]=[CH:5][CH:6]=[CH:7][C:2]=1[NH:1][C:27](=[O:28])[CH2:26][CH2:25][C:20]1[CH:21]=[CH:22][CH:23]=[CH:24][C:19]=1[O:18][CH3:17], predict the reactants needed to synthesize it. The reactants are: [NH2:1][C:2]1[CH:7]=[CH:6][CH:5]=[CH:4][C:3]=1[C:8]1[NH:9][C:10]2[C:15]([CH:16]=1)=[CH:14][CH:13]=[CH:12][CH:11]=2.[CH3:17][O:18][C:19]1[CH:24]=[CH:23][CH:22]=[CH:21][C:20]=1[CH2:25][CH2:26][C:27](O)=[O:28]. (3) Given the product [F:14][C:15]1[CH:24]=[C:23]([CH2:25][N:9]2[CH2:8][C:7]3[N:13]=[C:3]([O:2][CH3:1])[CH:4]=[CH:5][C:6]=3[S:12][CH2:11][CH2:10]2)[CH:22]=[CH:21][C:16]=1[C:17]([O:19][CH3:20])=[O:18], predict the reactants needed to synthesize it. The reactants are: [CH3:1][O:2][C:3]1[CH:4]=[CH:5][C:6]2[S:12][CH2:11][CH2:10][NH:9][CH2:8][C:7]=2[N:13]=1.[F:14][C:15]1[CH:24]=[C:23]([CH:25]=O)[CH:22]=[CH:21][C:16]=1[C:17]([O:19][CH3:20])=[O:18].C(O[BH-](OC(=O)C)OC(=O)C)(=O)C.[Na+]. (4) Given the product [C:1]([Cl:40])(=[O:3])[CH3:2].[C:1]([S:4][C:5]1[C:12]([F:13])=[C:11]([F:14])[C:8]([CH:9]=[O:10])=[C:7]([F:15])[C:6]=1[F:16])(=[O:3])[CH3:2], predict the reactants needed to synthesize it. The reactants are: [C:1]([S:4][C:5]1[C:12]([F:13])=[C:11]([F:14])[C:8]([CH:9]=[O:10])=[C:7]([F:15])[C:6]=1[F:16])(=[O:3])[CH3:2].C([O-])(=S)C.C([O-])(=S)C.[K+].SC1C(F)=C(F)C(C=O)=C(F)C=1F.C(Cl)[Cl:40].